This data is from Peptide-MHC class I binding affinity with 185,985 pairs from IEDB/IMGT. The task is: Regression. Given a peptide amino acid sequence and an MHC pseudo amino acid sequence, predict their binding affinity value. This is MHC class I binding data. (1) The peptide sequence is LTFGWCFKL. The MHC is HLA-B44:02 with pseudo-sequence HLA-B44:02. The binding affinity (normalized) is 0.288. (2) The peptide sequence is ITVYFRRTI. The MHC is HLA-A32:01 with pseudo-sequence HLA-A32:01. The binding affinity (normalized) is 0.699. (3) The peptide sequence is HTQGYFPDW. The MHC is HLA-B08:01 with pseudo-sequence HLA-B08:01. The binding affinity (normalized) is 0.